From a dataset of CYP2D6 inhibition data for predicting drug metabolism from PubChem BioAssay. Regression/Classification. Given a drug SMILES string, predict its absorption, distribution, metabolism, or excretion properties. Task type varies by dataset: regression for continuous measurements (e.g., permeability, clearance, half-life) or binary classification for categorical outcomes (e.g., BBB penetration, CYP inhibition). Dataset: cyp2d6_veith. (1) The molecule is CCCC(=O)Nc1nnc(SCC(=O)NCc2cccs2)s1. The result is 0 (non-inhibitor). (2) The drug is Cn1cnnc1SCC(=O)N1N=C2/C(=C/c3ccco3)CCCC2C1c1ccco1. The result is 0 (non-inhibitor). (3) The molecule is N=C1CCC[C@@H]1C(=S)SCCC(N)=O. The result is 0 (non-inhibitor).